The task is: Predict the reaction yield, written as a fraction of the theoretical maximum amount of product (1.0 means a 100% yield; for example, 0.34 means a 34% yield).. This data is from Reaction yield outcomes from USPTO patents with 853,638 reactions. (1) The reactants are [F:1][C:2]1[CH:3]=[CH:4][C:5]([CH2:8][O:9][C:10]2[CH:15]=[CH:14][N:13]([C:16]3[CH:17]=[CH:18][C:19]4[O:29][C:28]5[CH2:27][CH2:26][CH2:25][N:24](C(OC(C)(C)C)=O)[CH2:23][C:22]=5[C:20]=4[CH:21]=3)[C:12](=[O:37])[CH:11]=2)=[N:6][CH:7]=1.[ClH:38]. No catalyst specified. The product is [ClH:38].[F:1][C:2]1[CH:3]=[CH:4][C:5]([CH2:8][O:9][C:10]2[CH:15]=[CH:14][N:13]([C:16]3[CH:17]=[CH:18][C:19]4[O:29][C:28]5[CH2:27][CH2:26][CH2:25][NH:24][CH2:23][C:22]=5[C:20]=4[CH:21]=3)[C:12](=[O:37])[CH:11]=2)=[N:6][CH:7]=1. The yield is 0.600. (2) The reactants are [NH2:1][NH2:2].[Cl:3][C:4]1[CH:5]=[CH:6][C:7]([NH:13][C:14]2[C:22]3[C:17](=[CH:18][N:19]=[CH:20][CH:21]=3)[O:16][C:15]=2[C:23]([O:25]CC)=O)=[C:8]2[C:12]=1[NH:11][N:10]=[CH:9]2. The catalyst is C(O)C. The product is [Cl:3][C:4]1[CH:5]=[CH:6][C:7]([NH:13][C:14]2[C:22]3[C:17](=[CH:18][N:19]=[CH:20][CH:21]=3)[O:16][C:15]=2[C:23]([NH:1][NH2:2])=[O:25])=[C:8]2[C:12]=1[NH:11][N:10]=[CH:9]2. The yield is 0.450. (3) The reactants are Br[C:2]1[CH:19]=[CH:18][C:5]2[N:6]=[C:7]([N:9]3[CH2:14][CH2:13][N:12]([CH:15]4[CH2:17][CH2:16]4)[CH2:11][CH2:10]3)[S:8][C:4]=2[CH:3]=1.[C:20]([NH:23][C:24]1[CH:29]=[CH:28][C:27](B(O)O)=[CH:26][CH:25]=1)(=[O:22])[CH3:21].C1COCC1.[O-]P([O-])([O-])=O.[K+].[K+].[K+].O. The catalyst is C1C=CC(/C=C/C(/C=C/C2C=CC=CC=2)=O)=CC=1.C1C=CC(/C=C/C(/C=C/C2C=CC=CC=2)=O)=CC=1.C1C=CC(/C=C/C(/C=C/C2C=CC=CC=2)=O)=CC=1.[Pd].[Pd].O. The product is [CH:15]1([N:12]2[CH2:13][CH2:14][N:9]([C:7]3[S:8][C:4]4[CH:3]=[C:2]([C:27]5[CH:28]=[CH:29][C:24]([NH:23][C:20](=[O:22])[CH3:21])=[CH:25][CH:26]=5)[CH:19]=[CH:18][C:5]=4[N:6]=3)[CH2:10][CH2:11]2)[CH2:17][CH2:16]1. The yield is 0.0700.